Dataset: Full USPTO retrosynthesis dataset with 1.9M reactions from patents (1976-2016). Task: Predict the reactants needed to synthesize the given product. (1) Given the product [C:13]1([CH2:19][C:20]([NH:5][CH2:6][CH2:7][CH3:8])=[O:22])[CH:14]=[CH:15][CH:16]=[CH:17][CH:18]=1, predict the reactants needed to synthesize it. The reactants are: CCN=C=[N:5][CH2:6][CH2:7][CH2:8]N(C)C.Cl.[C:13]1([CH2:19][C:20]([OH:22])=O)[CH:18]=[CH:17][CH:16]=[CH:15][CH:14]=1.C(N)CC.C1C=CC2N(O)N=NC=2C=1. (2) Given the product [Cl:24][C:25]1[CH:30]=[CH:29][CH:28]=[CH:27][C:26]=1[C:31]1[C:35]([C:36]([NH:1][CH2:2][CH2:3][CH2:4][CH2:5][N:6]2[CH2:7][CH2:8][CH:9]([C:12]3[CH:17]=[CH:16][CH:15]=[C:14]([NH:18][C:19](=[O:23])[CH:20]([CH3:21])[CH3:22])[CH:13]=3)[CH2:10][CH2:11]2)=[O:37])=[C:34]([CH3:39])[O:33][N:32]=1, predict the reactants needed to synthesize it. The reactants are: [NH2:1][CH2:2][CH2:3][CH2:4][CH2:5][N:6]1[CH2:11][CH2:10][CH:9]([C:12]2[CH:13]=[C:14]([NH:18][C:19](=[O:23])[CH:20]([CH3:22])[CH3:21])[CH:15]=[CH:16][CH:17]=2)[CH2:8][CH2:7]1.[Cl:24][C:25]1[CH:30]=[CH:29][CH:28]=[CH:27][C:26]=1[C:31]1[C:35]([C:36](Cl)=[O:37])=[C:34]([CH3:39])[O:33][N:32]=1. (3) Given the product [F:23][C:16]1[CH:17]=[C:18]([F:22])[C:19]([F:21])=[CH:20][C:15]=1[CH2:14][C@@H:8]([NH2:7])[CH2:9][C:10]1[N:32]2[C:31]([C:30]3[N:29]([N:28]=[C:27]([C:26]([F:38])([F:37])[F:25])[N:36]=3)[CH2:34][CH2:33]2)=[N:13][N:12]=1, predict the reactants needed to synthesize it. The reactants are: C(OC(=O)[NH:7][C@H:8]([CH2:14][C:15]1[CH:20]=[C:19]([F:21])[C:18]([F:22])=[CH:17][C:16]=1[F:23])[CH2:9][C:10]([NH:12][NH2:13])=O)(C)(C)C.[F:25][C:26]([F:38])([F:37])[C:27]1[N:36]=[C:30]2[C:31](=S)[NH:32][CH2:33][CH2:34][N:29]2[N:28]=1. (4) The reactants are: [H-].[Na+].[C:3]([C:5]1[CH:13]=[CH:12][CH:11]=[C:10]2[C:6]=1[CH:7]=[N:8][NH:9]2)#[N:4].[Cl:14][CH2:15][CH2:16][CH:17](OS(C)(=O)=O)[C:18]1[CH:23]=[CH:22][CH:21]=[CH:20][CH:19]=1. Given the product [Cl:14][CH2:15][CH2:16][CH:17]([N:9]1[C:10]2[CH:11]=[CH:12][CH:13]=[C:5]([C:3]#[N:4])[C:6]=2[CH:7]=[N:8]1)[C:18]1[CH:23]=[CH:22][CH:21]=[CH:20][CH:19]=1, predict the reactants needed to synthesize it. (5) Given the product [CH3:1][O:2][C:3]1[C:4]([O:27][CH2:28][CH2:29][CH2:30][O:31][CH3:32])=[CH:5][C:6]2[CH2:15][CH:14]([C:16]3([CH3:19])[CH2:18][CH2:17]3)[N:13]3[C:8](=[CH:9][C:10](=[O:25])[C:11]([C:20]([OH:22])=[O:21])=[CH:12]3)[C:7]=2[CH:26]=1, predict the reactants needed to synthesize it. The reactants are: [CH3:1][O:2][C:3]1[C:4]([O:27][CH2:28][CH2:29][CH2:30][O:31][CH3:32])=[CH:5][C:6]2[CH2:15][CH:14]([C:16]3([CH3:19])[CH2:18][CH2:17]3)[N:13]3[C:8](=[CH:9][C:10](=[O:25])[C:11]([C:20]([O:22]CC)=[O:21])=[CH:12]3)[C:7]=2[CH:26]=1.O[Li].O.Cl. (6) Given the product [Cl:44][C:41]1[CH:42]=[CH:43][C:38]([C:36]2[C:35]3[CH:45]=[C:46]([O:49][CH3:50])[CH:47]=[CH:48][C:34]=3[N:33]3[C:51]([CH3:54])=[N:52][N:53]=[C:32]3[C@H:31]([CH2:30][C:29]([NH:28][CH2:27][CH2:26][CH2:25][NH:24][C:8]([C:7]3[CH:6]=[CH:5][C:4]([B:1]([OH:2])[OH:3])=[CH:12][CH:11]=3)=[O:10])=[O:55])[N:37]=2)=[CH:39][CH:40]=1, predict the reactants needed to synthesize it. The reactants are: [B:1]([C:4]1[CH:12]=[CH:11][C:7]([C:8]([OH:10])=O)=[CH:6][CH:5]=1)([OH:3])[OH:2].CCN=C=NCCCN(C)C.[NH2:24][CH2:25][CH2:26][CH2:27][NH:28][C:29](=[O:55])[CH2:30][C@@H:31]1[N:37]=[C:36]([C:38]2[CH:43]=[CH:42][C:41]([Cl:44])=[CH:40][CH:39]=2)[C:35]2[CH:45]=[C:46]([O:49][CH3:50])[CH:47]=[CH:48][C:34]=2[N:33]2[C:51]([CH3:54])=[N:52][N:53]=[C:32]12.ClC1C=CC(C2C3C=C(OC)C=CC=3N3C(C)=NN=C3[C@H](CC(NCCNC(C3C=CC(B(O)O)=CC=3)=O)=O)N=2)=CC=1. (7) Given the product [CH:15]1([N:18]([CH2:31][C:32]2[CH:37]=[CH:36][CH:35]=[CH:34][C:33]=2[Si:38]([CH3:41])([CH3:40])[CH3:39])[C:19]([C:21]2[C:22]([CH:28]([F:30])[F:29])=[N:23][N:24]([CH3:27])[C:25]=2[F:26])=[S:2])[CH2:17][CH2:16]1, predict the reactants needed to synthesize it. The reactants are: P12(SP3(SP(SP(S3)(S1)=S)(=S)S2)=S)=[S:2].[CH:15]1([N:18]([CH2:31][C:32]2[CH:37]=[CH:36][CH:35]=[CH:34][C:33]=2[Si:38]([CH3:41])([CH3:40])[CH3:39])[C:19]([C:21]2[C:22]([CH:28]([F:30])[F:29])=[N:23][N:24]([CH3:27])[C:25]=2[F:26])=O)[CH2:17][CH2:16]1.O. (8) The reactants are: [Cl:1][C:2]1[CH:3]=[C:4]([CH:20]=[CH:21][CH:22]=1)[C:5]([NH:7][C:8]12[CH2:17][CH:12]3[CH2:13][CH:14]([CH2:16][C:10]([CH:18]=O)([CH2:11]3)[CH2:9]1)[CH2:15]2)=[O:6].[C:23]([O-])([O-])=O.[K+].[K+].[N+](=C(P(=O)(OC)OC)C(=O)C)=[N-]. Given the product [Cl:1][C:2]1[CH:3]=[C:4]([CH:20]=[CH:21][CH:22]=1)[C:5]([NH:7][C:8]12[CH2:15][CH:14]3[CH2:13][CH:12]([CH2:11][C:10]([C:18]#[CH:23])([CH2:16]3)[CH2:9]1)[CH2:17]2)=[O:6], predict the reactants needed to synthesize it. (9) Given the product [CH3:30][O:29][C:22]1[CH:23]=[C:24]([O:27][CH3:28])[CH:25]=[CH:26][C:21]=1[CH2:20][N:14]([C:15]1[S:19][N:18]=[CH:17][N:16]=1)[S:11]([C:7]1[CH:6]=[C:5]2[C:10]([C:2]([C:38]3[CH:39]=[CH:40][C:41]([C:43]([F:46])([F:44])[F:45])=[CH:42][C:37]=3[C:36]3[N:32]([CH3:31])[N:33]=[CH:34][CH:35]=3)=[CH:3][NH:4]2)=[CH:9][CH:8]=1)(=[O:12])=[O:13], predict the reactants needed to synthesize it. The reactants are: Br[C:2]1[C:10]2[C:5](=[CH:6][C:7]([S:11]([N:14]([CH2:20][C:21]3[CH:26]=[CH:25][C:24]([O:27][CH3:28])=[CH:23][C:22]=3[O:29][CH3:30])[C:15]3[S:19][N:18]=[CH:17][N:16]=3)(=[O:13])=[O:12])=[CH:8][CH:9]=2)[NH:4][CH:3]=1.[CH3:31][N:32]1[C:36]([C:37]2[CH:42]=[C:41]([C:43]([F:46])([F:45])[F:44])[CH:40]=[CH:39][C:38]=2B(O)O)=[CH:35][CH:34]=[N:33]1.P([O-])([O-])([O-])=O.[K+].[K+].[K+].O1CCOCC1.